Dataset: Full USPTO retrosynthesis dataset with 1.9M reactions from patents (1976-2016). Task: Predict the reactants needed to synthesize the given product. (1) Given the product [CH3:13][C@H:12]1[NH:8][CH2:9][C@@H:10]([CH2:14][N:15]2[C:23]3[C:18](=[CH:19][C:20]([C:24]4[CH:25]=[N:26][N:27]([CH:29]5[CH2:34][CH2:33][CH2:32][CH2:31][O:30]5)[CH:28]=4)=[CH:21][CH:22]=3)[CH:17]=[CH:16]2)[CH2:11]1, predict the reactants needed to synthesize it. The reactants are: C([N:8]1[C@H:12]([CH3:13])[CH2:11][C@H:10]([CH2:14][N:15]2[C:23]3[C:18](=[CH:19][C:20]([C:24]4[CH:25]=[N:26][N:27]([CH:29]5[CH2:34][CH2:33][CH2:32][CH2:31][O:30]5)[CH:28]=4)=[CH:21][CH:22]=3)[CH:17]=[CH:16]2)[CH2:9]1)C1C=CC=CC=1.C([O-])=O.[NH4+].C(OCC)(=O)C. (2) Given the product [CH:35]([C:34]1[C:30]([O:1][CH2:2][C:3]2[CH:26]=[CH:25][C:6]([O:7][CH2:8][C:9]3[N:10]=[C:11]([C:15]4[CH:24]=[CH:23][CH:22]=[CH:21][C:16]=4[C:17]([O:19][CH3:20])=[O:18])[O:12][C:13]=3[CH3:14])=[C:5]([O:27][CH3:28])[CH:4]=2)=[N:31][N:32]([C:37]2[CH:38]=[CH:39][CH:40]=[CH:41][CH:42]=2)[CH:33]=1)=[O:36], predict the reactants needed to synthesize it. The reactants are: [OH:1][CH2:2][C:3]1[CH:26]=[CH:25][C:6]([O:7][CH2:8][C:9]2[N:10]=[C:11]([C:15]3[CH:24]=[CH:23][CH:22]=[CH:21][C:16]=3[C:17]([O:19][CH3:20])=[O:18])[O:12][C:13]=2[CH3:14])=[C:5]([O:27][CH3:28])[CH:4]=1.O[C:30]1[C:34]([CH:35]=[O:36])=[CH:33][N:32]([C:37]2[CH:42]=[CH:41][CH:40]=[CH:39][CH:38]=2)[N:31]=1.C(P(CCCC)CCCC)CCC.N(C(N1CCCCC1)=O)=NC(N1CCCCC1)=O. (3) The reactants are: [NH2:1][C:2]1[CH:17]=[C:16]([O:18][CH3:19])[CH:15]=[CH:14][C:3]=1[NH:4][C:5]1[CH:10]=[CH:9][C:8]([CH2:11][CH2:12][OH:13])=[CH:7][CH:6]=1.[NH:20]1[CH:24]=[CH:23][C:22]([CH:25]=O)=[N:21]1.C([O-])(=O)C.C([O-])(=O)C.C([O-])(=O)C.C([O-])(=O)C.[Pb+4]. Given the product [CH3:19][O:18][C:16]1[CH:15]=[CH:14][C:3]2[N:4]([C:5]3[CH:10]=[CH:9][C:8]([CH2:11][CH2:12][OH:13])=[CH:7][CH:6]=3)[C:25]([C:22]3[CH:23]=[CH:24][NH:20][N:21]=3)=[N:1][C:2]=2[CH:17]=1, predict the reactants needed to synthesize it. (4) Given the product [F:12][C:4]1[C:5]([N+:9]([O-:11])=[O:10])=[CH:6][CH:7]=[CH:8][C:3]=1[CH2:2][N:13]1[CH2:17][CH2:16][CH2:15][CH2:14]1, predict the reactants needed to synthesize it. The reactants are: Br[CH2:2][C:3]1[CH:8]=[CH:7][CH:6]=[C:5]([N+:9]([O-:11])=[O:10])[C:4]=1[F:12].[NH:13]1[CH2:17][CH2:16][CH2:15][CH2:14]1.C(N(CC)CC)C. (5) Given the product [Br:8][C:5]1[CH:6]=[CH:7][C:2]([C:26]2([OH:29])[CH2:27][CH2:28][CH:23]([CH2:20][CH2:21][CH3:22])[CH2:24][CH2:25]2)=[CH:3][CH:4]=1, predict the reactants needed to synthesize it. The reactants are: Br[C:2]1[CH:7]=[CH:6][C:5]([Br:8])=[CH:4][CH:3]=1.[Li]CCCC.CCCCCC.[CH2:20]([CH:23]1[CH2:28][CH2:27][C:26](=[O:29])[CH2:25][CH2:24]1)[CH2:21][CH3:22].O. (6) Given the product [C:7]1([CH2:6][CH:5]([N:13]2[C:21]3[C:16](=[CH:17][C:18]([NH:22][S:23]([C:26]4[CH:31]=[CH:30][C:29]([O:32][C:33]([F:34])([F:35])[F:36])=[CH:28][CH:27]=4)(=[O:24])=[O:25])=[CH:19][CH:20]=3)[CH:15]=[CH:14]2)[C:3]([OH:40])=[O:4])[CH:8]=[CH:9][CH:10]=[CH:11][CH:12]=1, predict the reactants needed to synthesize it. The reactants are: N([C:3]([CH:5]([N:13]1[C:21]2[C:16](=[CH:17][C:18]([NH:22][S:23]([C:26]3[CH:31]=[CH:30][C:29]([O:32][C:33]([F:36])([F:35])[F:34])=[CH:28][CH:27]=3)(=[O:25])=[O:24])=[CH:19][CH:20]=2)[CH:15]=[CH:14]1)[CH2:6][C:7]1[CH:12]=[CH:11][CH:10]=[CH:9][CH:8]=1)=[O:4])N.Cl.C(O)(=[O:40])C. (7) The reactants are: [C:1]1([C:7]2([C:13]3[CH:18]=[CH:17][CH:16]=[CH:15][CH:14]=3)[CH2:11][CH2:10][NH:9][C:8]2=[O:12])[CH:6]=[CH:5][CH:4]=[CH:3][CH:2]=1.CC([O-])(C)C.[K+].Br[CH2:26][CH2:27][CH2:28][C:29]([O:31]C(C)(C)C)=[O:30].C(OCC)(=O)C. Given the product [O:12]=[C:8]1[C:7]([C:1]2[CH:6]=[CH:5][CH:4]=[CH:3][CH:2]=2)([C:13]2[CH:14]=[CH:15][CH:16]=[CH:17][CH:18]=2)[CH2:11][CH2:10][N:9]1[CH2:26][CH2:27][CH2:28][C:29]([OH:31])=[O:30], predict the reactants needed to synthesize it.